Dataset: Cav3 T-type calcium channel HTS with 100,875 compounds. Task: Binary Classification. Given a drug SMILES string, predict its activity (active/inactive) in a high-throughput screening assay against a specified biological target. The molecule is S(=O)(=O)(NCCc1nc2n(c1)cccc2C)c1cc2OCCOc2cc1. The result is 0 (inactive).